Dataset: Reaction yield outcomes from USPTO patents with 853,638 reactions. Task: Predict the reaction yield, written as a fraction of the theoretical maximum amount of product (1.0 means a 100% yield; for example, 0.34 means a 34% yield). (1) The reactants are FC1C=CC([C:8]2([CH2:12][NH2:13])[CH2:11][CH2:10][CH2:9]2)=CC=1.F[C:15]1[CH:20]=[CH:19][CH:18]=[C:17]([F:21])[N:16]=1.C[Si]([N-][Si](C)(C)C)(C)C.[Na+]. The catalyst is C1(C)C=CC=CC=1. The product is [F:21][C:17]1[N:16]=[C:15]([C:8]2([C:12]#[N:13])[CH2:11][CH2:10][CH2:9]2)[CH:20]=[CH:19][CH:18]=1. The yield is 0.640. (2) The reactants are FC1C=C(F)C=CC=1[CH2:4][N:5]1[C:10](=[O:11])[CH:9]=[CH:8][C:7]([CH2:12][C:13]2[C:21]3[C:16](=[CH:17][CH:18]=[CH:19][CH:20]=3)[N:15]([CH2:22][C:23]([O:25][CH3:26])=[O:24])[C:14]=2[CH3:27])=[CH:6]1.CC1N(CC(OC)=O)C2C(C=1CC1C=CC(=O)NC=1)=CC=CC=2.C(=O)([O-])[O-].[K+].[K+].[F:62][C:63]1[CH:64]=[C:65]([CH:68]=[C:69]([F:71])[CH:70]=1)CBr. No catalyst specified. The product is [F:62][C:63]1[CH:64]=[C:65]([CH:68]=[C:69]([F:71])[CH:70]=1)[CH2:4][N:5]1[C:10](=[O:11])[CH:9]=[CH:8][C:7]([CH2:12][C:13]2[C:21]3[C:16](=[CH:17][CH:18]=[CH:19][CH:20]=3)[N:15]([CH2:22][C:23]([O:25][CH3:26])=[O:24])[C:14]=2[CH3:27])=[CH:6]1. The yield is 0.610. (3) The reactants are [Br:1]N1C(=O)CCC1=O.[O:9]=[C:10]1[N:18]2[C:19]([C:25]3[CH:30]=[CH:29][CH:28]=[CH:27][N:26]=3)([C:22]([NH2:24])=[O:23])[CH2:20][O:21][C:16]3=[C:17]2[C:12](=[CH:13][CH:14]=[CH:15]3)[NH:11]1.C(#N)C. The catalyst is C(O)(=O)C. The product is [Br:1][C:15]1[C:16]2[O:21][CH2:20][C:19]([C:25]3[CH:30]=[CH:29][CH:28]=[CH:27][N:26]=3)([C:22]([NH2:24])=[O:23])[N:18]3[C:10](=[O:9])[NH:11][C:12]([C:17]=23)=[CH:13][CH:14]=1. The yield is 0.600. (4) The reactants are [F:1][C:2]1[CH:3]=[CH:4][C:5]([C:8]2[C:12]([CH2:13][O:14][C:15]3[CH:23]=[CH:22][C:18]([C:19]([OH:21])=O)=[CH:17][N:16]=3)=[C:11]([CH3:24])[O:10][N:9]=2)=[N:6][CH:7]=1.[NH:25]1[CH2:30][CH2:29][O:28][CH2:27][CH2:26]1. No catalyst specified. The product is [F:1][C:2]1[CH:3]=[CH:4][C:5]([C:8]2[C:12]([CH2:13][O:14][C:15]3[N:16]=[CH:17][C:18]([C:19]([N:25]4[CH2:30][CH2:29][O:28][CH2:27][CH2:26]4)=[O:21])=[CH:22][CH:23]=3)=[C:11]([CH3:24])[O:10][N:9]=2)=[N:6][CH:7]=1. The yield is 0.910. (5) The reactants are Br[C:2]1[CH:22]=[CH:21][C:5]([CH2:6][S:7]([NH:10][C:11]2[CH:19]=[CH:18][C:14]([C:15]([OH:17])=[O:16])=[C:13]([OH:20])[CH:12]=2)(=[O:9])=[O:8])=[CH:4][CH:3]=1.[F:23][C:24]1[CH:29]=[CH:28][C:27]([F:30])=[CH:26][C:25]=1B(O)O.CCN(C(C)C)C(C)C.C(Cl)Cl. The catalyst is C1C=CC(P(C2C=CC=CC=2)[C-]2C=CC=C2)=CC=1.C1C=CC(P(C2C=CC=CC=2)[C-]2C=CC=C2)=CC=1.Cl[Pd]Cl.[Fe+2]. The product is [F:23][C:24]1[CH:29]=[CH:28][C:27]([F:30])=[CH:26][C:25]=1[C:2]1[CH:22]=[CH:21][C:5]([CH2:6][S:7]([NH:10][C:11]2[CH:19]=[CH:18][C:14]([C:15]([OH:17])=[O:16])=[C:13]([OH:20])[CH:12]=2)(=[O:9])=[O:8])=[CH:4][CH:3]=1. The yield is 0.950. (6) The reactants are [Cl:1][C:2]1[N:7]=[N:6][C:5]([NH:8][NH2:9])=[C:4]([C:10]([OH:12])=[O:11])[CH:3]=1.[C:13](O)(=O)[CH3:14]. No catalyst specified. The product is [Cl:1][C:2]1[CH:3]=[C:4]([C:10]([OH:12])=[O:11])[C:5]2[N:6]([C:13]([CH3:14])=[N:9][N:8]=2)[N:7]=1. The yield is 0.725. (7) The reactants are F[C:2]1[CH:7]=[CH:6][C:5]([C:8]2[O:9][C:10]3[CH:16]=[CH:15][CH:14]=[CH:13][C:11]=3[N:12]=2)=[CH:4][C:3]=1[N+:17]([O-])=O.Cl.[C:21]([O:25][C:26](=[O:29])[CH2:27][NH2:28])([CH3:24])([CH3:23])[CH3:22].C(N(CC)CC)C.[H][H]. The catalyst is C(#N)C.[C].[Pd].O. The product is [C:21]([O:25][C:26]([CH2:27][NH:28][C:2]1[CH:7]=[CH:6][C:5]([C:8]2[O:9][C:10]3[CH:16]=[CH:15][CH:14]=[CH:13][C:11]=3[N:12]=2)=[CH:4][C:3]=1[NH2:17])=[O:29])([CH3:24])([CH3:23])[CH3:22]. The yield is 0.400.